The task is: Predict the product of the given reaction.. This data is from Forward reaction prediction with 1.9M reactions from USPTO patents (1976-2016). (1) Given the reactants C([O:3][C:4]([C:6]1[O:10][N:9]=[C:8]([C:11]2[CH:16]=[CH:15][C:14]([NH:17][C:18]([NH:20][C:21]3[CH:26]=[CH:25][C:24]([F:27])=[CH:23][CH:22]=3)=[O:19])=[CH:13][CH:12]=2)[CH:7]=1)=[O:5])C.[K+].[Br-], predict the reaction product. The product is: [F:27][C:24]1[CH:25]=[CH:26][C:21]([NH:20][C:18](=[O:19])[NH:17][C:14]2[CH:13]=[CH:12][C:11]([C:8]3[CH:7]=[C:6]([C:4]([OH:5])=[O:3])[O:10][N:9]=3)=[CH:16][CH:15]=2)=[CH:22][CH:23]=1. (2) Given the reactants [Cl:1][C:2]1[CH:32]=[CH:31][C:5]2[N:6]([CH2:22][C:23]3[CH:28]=[CH:27][C:26]([O:29][CH3:30])=[CH:25][CH:24]=3)[C:7](=[O:21])[CH2:8][N:9]3[C:12](=[O:13])[C@@H:11]([OH:14])[C@:10]3([C:15]3[CH:20]=[CH:19][CH:18]=[CH:17][CH:16]=3)[C:4]=2[CH:3]=1.CS([C:37]1[N:42]=[C:41]([CH3:43])[CH:40]=[C:39]([CH3:44])[N:38]=1)(=O)=O, predict the reaction product. The product is: [Cl:1][C:2]1[CH:32]=[CH:31][C:5]2[N:6]([CH2:22][C:23]3[CH:24]=[CH:25][C:26]([O:29][CH3:30])=[CH:27][CH:28]=3)[C:7](=[O:21])[CH2:8][N:9]3[C:12](=[O:13])[C@@H:11]([O:14][C:37]4[N:42]=[C:41]([CH3:43])[CH:40]=[C:39]([CH3:44])[N:38]=4)[C@:10]3([C:15]3[CH:16]=[CH:17][CH:18]=[CH:19][CH:20]=3)[C:4]=2[CH:3]=1. (3) The product is: [CH2:27]([O:26][CH2:25][C:16]1[C:17]([C:18]2[CH:23]=[CH:22][C:21]([CH3:24])=[CH:20][CH:19]=2)=[C:4]2[N:3]=[C:2]([CH2:35][NH:31][CH2:30][CH2:29][OH:42])[CH:7]=[C:6]([C:8]3[CH:13]=[CH:12][C:11]([F:14])=[CH:10][CH:9]=3)[N:5]2[N:15]=1)[CH3:28]. Given the reactants Cl[C:2]1[CH:7]=[C:6]([C:8]2[CH:13]=[CH:12][C:11]([F:14])=[CH:10][CH:9]=2)[N:5]2[N:15]=[C:16]([CH2:25][O:26][CH2:27][CH3:28])[C:17]([C:18]3[CH:23]=[CH:22][C:21]([CH3:24])=[CH:20][CH:19]=3)=[C:4]2[N:3]=1.[CH3:29][CH2:30][N:31]([CH:35](C)C)C(C)C.CNC([OH:42])C, predict the reaction product. (4) Given the reactants [F:1][C:2]1[CH:7]=[C:6](I)[CH:5]=[CH:4][C:3]=1[NH2:9].[NH:10]1[CH2:15][CH2:14][O:13][CH2:12][C:11]1=[O:16].CNCCNC.C([O-])([O-])=O.[Cs+].[Cs+], predict the reaction product. The product is: [NH2:9][C:3]1[CH:4]=[CH:5][C:6]([N:10]2[CH2:15][CH2:14][O:13][CH2:12][C:11]2=[O:16])=[CH:7][C:2]=1[F:1]. (5) Given the reactants [C:1]([O:5][C:6]([N:8]1[C:16]2[C:11](=[C:12]([Cl:18])[C:13]([CH3:17])=[CH:14][CH:15]=2)[CH:10]=[CH:9]1)=[O:7])([CH3:4])([CH3:3])[CH3:2].C1C(=O)N([Br:26])C(=O)C1.CC(N=NC(C#N)(C)C)(C#N)C, predict the reaction product. The product is: [C:1]([O:5][C:6]([N:8]1[C:16]2[C:11](=[C:12]([Cl:18])[C:13]([CH2:17][Br:26])=[CH:14][CH:15]=2)[CH:10]=[CH:9]1)=[O:7])([CH3:4])([CH3:3])[CH3:2]. (6) Given the reactants C[O:2][C:3](=[O:27])[C:4]1[CH:9]=[CH:8][C:7]([C:10]2[C:15]([C:16]#[C:17][C:18]3[CH:19]=[N:20][C:21]([NH2:24])=[CH:22][CH:23]=3)=[C:14]([CH2:25][CH3:26])[N:13]=[CH:12][N:11]=2)=[CH:6][CH:5]=1.[Li+].[OH-], predict the reaction product. The product is: [NH2:24][C:21]1[N:20]=[CH:19][C:18]([C:17]#[C:16][C:15]2[C:10]([C:7]3[CH:6]=[CH:5][C:4]([C:3]([OH:27])=[O:2])=[CH:9][CH:8]=3)=[N:11][CH:12]=[N:13][C:14]=2[CH2:25][CH3:26])=[CH:23][CH:22]=1. (7) Given the reactants [CH3:1][N:2]1[C:6]([SH:7])=[N:5][N:4]=[N:3]1.[OH-:8].[Na+].Cl[CH2:11][C@H:12]1[O:17][C:16](=[O:18])[CH2:15][C@H:14]([OH:19])[CH2:13]1.Cl.[CH3:21]S(O)(=O)=O.CO[C:28](OC)([CH3:30])[CH3:29], predict the reaction product. The product is: [CH3:21][O:8][C:16](=[O:18])[CH2:15][C@H:14]1[CH2:13][C@@H:12]([CH2:11][S:7][C:6]2[N:2]([CH3:1])[N:3]=[N:4][N:5]=2)[O:17][C:28]([CH3:30])([CH3:29])[O:19]1.